Predict the reactants needed to synthesize the given product. From a dataset of Full USPTO retrosynthesis dataset with 1.9M reactions from patents (1976-2016). (1) Given the product [N:9]1[C:10]2[C:11](=[CH:21][CH:22]=[CH:23][CH:24]=2)[CH:12]=[CH:14][C:15]=1[C:16]#[N:7], predict the reactants needed to synthesize it. The reactants are: C1(C(=O)CC#[N:7])CC1.[NH2:9][C:10]1[CH:24]=[CH:23][CH:22]=[CH:21][C:11]=1[C:12]([C:14]1C=CC(F)=[CH:16][CH:15]=1)=O. (2) Given the product [CH3:9][O:8][C:5]1[C:4]([NH:10][S:11]([CH:14]2[CH2:16][CH2:15]2)(=[O:13])=[O:12])=[CH:3][C:2]([C:41]2[CH:42]=[CH:43][C:44]3[N:45]=[CH:46][N:47]=[C:48]([N:51]4[CH2:52][CH2:53][O:54][CH2:55][CH2:56]4)[C:49]=3[N:50]=2)=[CH:7][N:6]=1, predict the reactants needed to synthesize it. The reactants are: Br[C:2]1[CH:3]=[C:4]([NH:10][S:11]([CH:14]2[CH2:16][CH2:15]2)(=[O:13])=[O:12])[C:5]([O:8][CH3:9])=[N:6][CH:7]=1.B1(B2OC(C)(C)C(C)(C)O2)OC(C)(C)C(C)(C)O1.C([O-])(=O)C.[K+].Cl[C:41]1[CH:42]=[CH:43][C:44]2[N:45]=[CH:46][N:47]=[C:48]([N:51]3[CH2:56][CH2:55][O:54][CH2:53][CH2:52]3)[C:49]=2[N:50]=1.C(=O)(O)[O-].[Na+]. (3) Given the product [C:14]([C:4]1[CH:5]=[C:6]([C:8](=[O:10])[CH3:9])[CH:7]=[C:2]([OH:26])[C:3]=1[O:18][CH3:19])([CH3:17])([CH3:16])[CH3:15], predict the reactants needed to synthesize it. The reactants are: Br[C:2]1[CH:7]=[C:6]([C:8](OC)([O:10]C)[CH3:9])[CH:5]=[C:4]([C:14]([CH3:17])([CH3:16])[CH3:15])[C:3]=1[O:18][CH3:19].C([Li])CCC.B(OC)(OC)[O:26]C.[OH-].[Na+].OO.Cl.